From a dataset of Full USPTO retrosynthesis dataset with 1.9M reactions from patents (1976-2016). Predict the reactants needed to synthesize the given product. (1) Given the product [F:23][C:24]1[CH:29]=[CH:28][C:27]([CH2:30][CH2:31][CH2:32][C:33]2[S:22][C:4]3[N:3]=[C:2]([NH2:1])[N:7]=[C:6]([N:8]4[CH2:9][CH2:10][NH:11][CH2:12][CH2:13]4)[C:5]=3[N:21]=2)=[CH:26][CH:25]=1, predict the reactants needed to synthesize it. The reactants are: [NH2:1][C:2]1[N:7]=[C:6]([N:8]2[CH2:13][CH2:12][N:11](C(OC(C)(C)C)=O)[CH2:10][CH2:9]2)[C:5]([NH2:21])=[C:4]([SH:22])[N:3]=1.[F:23][C:24]1[CH:29]=[CH:28][C:27]([CH2:30][CH2:31][CH2:32][C:33](O)=O)=[CH:26][CH:25]=1. (2) Given the product [O:23]=[C:21]1[C:20]2[C:19](=[CH:27][CH:26]=[CH:25][CH:24]=2)[C:18](=[O:28])[N:22]1[CH:2]1[CH2:7][CH2:6][N:5]([C:8]([O:10][CH2:11][C:12]2[CH:17]=[CH:16][CH:15]=[CH:14][CH:13]=2)=[O:9])[CH2:4][CH2:3]1, predict the reactants needed to synthesize it. The reactants are: O[CH:2]1[CH2:7][CH2:6][N:5]([C:8]([O:10][CH2:11][C:12]2[CH:17]=[CH:16][CH:15]=[CH:14][CH:13]=2)=[O:9])[CH2:4][CH2:3]1.[C:18]1(=[O:28])[NH:22][C:21](=[O:23])[C:20]2=[CH:24][CH:25]=[CH:26][CH:27]=[C:19]12.C1(P(C2C=CC=CC=2)C2C=CC=CC=2)C=CC=CC=1.N(C(OC(C)C)=O)=NC(OC(C)C)=O. (3) Given the product [Cl:6][C:7]1[N:15]=[C:14]2[C:10]([N:11]=[CH:12][N:13]2[CH2:24][CH:25]([CH3:27])[CH3:26])=[C:9]([N:16]2[CH2:21][CH2:20][O:19][CH2:18][C@@H:17]2[CH3:22])[N:8]=1, predict the reactants needed to synthesize it. The reactants are: CN(C)C=O.[Cl:6][C:7]1[N:15]=[C:14]2[C:10]([N:11]=[CH:12][NH:13]2)=[C:9]([N:16]2[CH2:21][CH2:20][O:19][CH2:18][C@@H:17]2[CH3:22])[N:8]=1.I[CH2:24][CH:25]([CH3:27])[CH3:26].C(=O)([O-])[O-].[K+].[K+]. (4) Given the product [Cl:27][C:28]1[CH:29]=[C:30]([S:34]([NH:1][C@H:2]2[CH2:11][CH2:10][C:9]3[C:8]([N:12]4[CH2:13][CH2:14][N:15]([C:18]([O:20][C:21]([CH3:22])([CH3:23])[CH3:24])=[O:19])[CH2:16][CH2:17]4)=[CH:7][CH:6]=[C:5]([O:25][CH3:26])[C:4]=3[CH2:3]2)(=[O:36])=[O:35])[CH:31]=[CH:32][CH:33]=1, predict the reactants needed to synthesize it. The reactants are: [NH2:1][C@H:2]1[CH2:11][CH2:10][C:9]2[C:8]([N:12]3[CH2:17][CH2:16][N:15]([C:18]([O:20][C:21]([CH3:24])([CH3:23])[CH3:22])=[O:19])[CH2:14][CH2:13]3)=[CH:7][CH:6]=[C:5]([O:25][CH3:26])[C:4]=2[CH2:3]1.[Cl:27][C:28]1[CH:29]=[C:30]([S:34](Cl)(=[O:36])=[O:35])[CH:31]=[CH:32][CH:33]=1.CCN(C(C)C)C(C)C.C(=O)([O-])O.[Na+]. (5) Given the product [CH3:16][C:8]1[C:9]([N+:13]([O-:15])=[O:14])=[CH:10][CH:11]=[CH:12][C:7]=1[CH2:6][C:17]#[N:18], predict the reactants needed to synthesize it. The reactants are: CS(O[CH2:6][C:7]1[CH:12]=[CH:11][CH:10]=[C:9]([N+:13]([O-:15])=[O:14])[C:8]=1[CH3:16])(=O)=O.[C-:17]#[N:18].[K+]. (6) Given the product [CH2:16]([O:15][C:10](=[O:14])[C@H:11]([CH3:13])[NH:5][C:4]1[CH:6]=[CH:7][C:8]([Cl:9])=[C:2]([Cl:1])[CH:3]=1)[CH3:17], predict the reactants needed to synthesize it. The reactants are: [Cl:1][C:2]1[CH:3]=[C:4]([CH:6]=[CH:7][C:8]=1[Cl:9])[NH2:5].[C:10]([O:15][CH2:16][CH3:17])(=[O:14])[C:11]([CH3:13])=O. (7) Given the product [C@H:25]1([NH:24][C:23]([C@H:13]2[NH:14][CH2:15][C@@H:11]([O:10][CH2:9][C:8]3[CH:7]=[CH:6][C:5]([C:3]([O:2][CH3:1])=[O:4])=[CH:37][CH:36]=3)[CH2:12]2)=[O:35])[C:34]2[C:29](=[CH:30][CH:31]=[CH:32][CH:33]=2)[CH2:28][CH2:27][CH2:26]1.[ClH:38], predict the reactants needed to synthesize it. The reactants are: [CH3:1][O:2][C:3]([C:5]1[CH:37]=[CH:36][C:8]([CH2:9][O:10][C@@H:11]2[CH2:15][N:14](C(OC(C)(C)C)=O)[C@H:13]([C:23](=[O:35])[NH:24][C@H:25]3[C:34]4[C:29](=[CH:30][CH:31]=[CH:32][CH:33]=4)[CH2:28][CH2:27][CH2:26]3)[CH2:12]2)=[CH:7][CH:6]=1)=[O:4].[ClH:38].